This data is from Blood-brain barrier permeability classification from the B3DB database. The task is: Regression/Classification. Given a drug SMILES string, predict its absorption, distribution, metabolism, or excretion properties. Task type varies by dataset: regression for continuous measurements (e.g., permeability, clearance, half-life) or binary classification for categorical outcomes (e.g., BBB penetration, CYP inhibition). Dataset: b3db_classification. (1) The compound is CCOc1ccccc1O[C@@H](c1ccccc1)[C@@H]1CNCCO1. The result is 1 (penetrates BBB). (2) The compound is COc1ccc([C@H]2[C@@H](C#N)[C@@H]2S(=O)(=O)c2ccc(Cl)cc2)cc1. The result is 0 (does not penetrate BBB).